This data is from Forward reaction prediction with 1.9M reactions from USPTO patents (1976-2016). The task is: Predict the product of the given reaction. Given the reactants [Cl:1][C:2]1[CH:3]=[C:4]([C:8]2[N:13]=[C:12]([C:14]([OH:16])=O)[CH:11]=[CH:10][C:9]=2[CH:17]2[CH2:21][CH2:20][O:19][CH2:18]2)[CH:5]=[CH:6][CH:7]=1.[CH3:22][C:23]([CH3:30])([C:25]1[S:26][CH:27]=[CH:28][N:29]=1)[NH2:24], predict the reaction product. The product is: [CH3:22][C:23]([NH:24][C:14]([C:12]1[CH:11]=[CH:10][C:9]([CH:17]2[CH2:21][CH2:20][O:19][CH2:18]2)=[C:8]([C:4]2[CH:5]=[CH:6][CH:7]=[C:2]([Cl:1])[CH:3]=2)[N:13]=1)=[O:16])([C:25]1[S:26][CH:27]=[CH:28][N:29]=1)[CH3:30].